From a dataset of Reaction yield outcomes from USPTO patents with 853,638 reactions. Predict the reaction yield, written as a fraction of the theoretical maximum amount of product (1.0 means a 100% yield; for example, 0.34 means a 34% yield). (1) The reactants are [Br:1][C:2]1[CH:7]=[C:6]([NH:8][CH:9]2[CH2:14][CH2:13][N:12]([C@H:15]3[CH2:20][CH2:19][C@@H:18]([O:21][CH2:22][CH2:23][CH3:24])[CH2:17][CH2:16]3)[CH2:11][CH2:10]2)[C:5]([NH2:25])=[CH:4][C:3]=1[C:26]([F:29])([F:28])[F:27].C(N(C(C)C)CC)(C)C.[Cl:39][C:40](Cl)([O:42]C(=O)OC(Cl)(Cl)Cl)Cl.C([O-])(O)=O.[Na+]. The catalyst is ClCCl.O. The product is [ClH:39].[Br:1][C:2]1[C:3]([C:26]([F:29])([F:27])[F:28])=[CH:4][C:5]2[NH:25][C:40](=[O:42])[N:8]([CH:9]3[CH2:14][CH2:13][N:12]([C@H:15]4[CH2:16][CH2:17][C@@H:18]([O:21][CH2:22][CH2:23][CH3:24])[CH2:19][CH2:20]4)[CH2:11][CH2:10]3)[C:6]=2[CH:7]=1. The yield is 0.620. (2) The reactants are [F:1][C:2]1[CH:3]=[C:4]2[C:8](=[CH:9][CH:10]=1)[CH:7]([NH:11][C:12]1[O:13][CH2:14][C:15]3[CH:21]=[C:20]([NH2:22])[CH:19]=[CH:18][C:16]=3[N:17]=1)[CH2:6][CH2:5]2.[CH:23]1([C:26](Cl)=[O:27])[CH2:25][CH2:24]1. No catalyst specified. The product is [F:1][C:2]1[CH:3]=[C:4]2[C:8](=[CH:9][CH:10]=1)[CH:7]([NH:11][C:12]1[O:13][CH2:14][C:15]3[CH:21]=[C:20]([NH:22][C:26]([CH:23]4[CH2:25][CH2:24]4)=[O:27])[CH:19]=[CH:18][C:16]=3[N:17]=1)[CH2:6][CH2:5]2. The yield is 0.570. (3) The reactants are Br[C:2]1[CH:3]=[CH:4][C:5]2[NH:6][C:7]3[C:12]([C:13]=2[CH:14]=1)=[CH:11][CH:10]=[CH:9][CH:8]=3.[CH:15]1[C:23]2[C:22]3[CH:24]=[CH:25][CH:26]=[CH:27][C:21]=3[O:20][C:19]=2[C:18](B(O)O)=[CH:17][CH:16]=1.C1(C)C=CC=CC=1P(C1C=CC=CC=1C)C1C=CC=CC=1C.C(=O)([O-])[O-].[K+].[K+]. The catalyst is C([O-])(=O)C.[Pd+2].C([O-])(=O)C.C(O)C.C1(C)C=CC=CC=1. The product is [CH:15]1[C:23]2[C:22]3[CH:24]=[CH:25][CH:26]=[CH:27][C:21]=3[O:20][C:19]=2[C:18]([C:2]2[CH:3]=[CH:4][C:5]3[NH:6][C:7]4[C:12]([C:13]=3[CH:14]=2)=[CH:11][CH:10]=[CH:9][CH:8]=4)=[CH:17][CH:16]=1. The yield is 0.850. (4) The reactants are [F:1][CH:2]([F:20])[O:3][C:4]1[CH:5]=[C:6]([C:10]2[C:11]([O:17][CH2:18][CH3:19])=[N:12][CH:13]=[C:14]([CH3:16])[N:15]=2)[CH:7]=[CH:8][CH:9]=1.[Br:21]C1C(OCC)=NC=C(C)N=1.B(O)O.C([O-])([O-])=O.[Na+].[Na+]. The catalyst is CCO.C1(C)C=CC=CC=1.C1C=CC([P]([Pd]([P](C2C=CC=CC=2)(C2C=CC=CC=2)C2C=CC=CC=2)([P](C2C=CC=CC=2)(C2C=CC=CC=2)C2C=CC=CC=2)[P](C2C=CC=CC=2)(C2C=CC=CC=2)C2C=CC=CC=2)(C2C=CC=CC=2)C2C=CC=CC=2)=CC=1. The product is [Br:21][CH2:16][C:14]1[N:15]=[C:10]([C:6]2[CH:7]=[CH:8][CH:9]=[C:4]([O:3][CH:2]([F:1])[F:20])[CH:5]=2)[C:11]([O:17][CH2:18][CH3:19])=[N:12][CH:13]=1. The yield is 0.900. (5) The reactants are C(OC(=O)[N:7]([CH2:17][CH:18]([OH:41])[CH:19]([NH:29]C(=O)CNC(=O)CCCCBr)[CH2:20][C:21]1[CH:26]=[C:25]([OH:27])[CH:24]=[C:23]([F:28])[CH:22]=1)[CH2:8][C:9]1[CH:14]=[CH:13][CH:12]=[C:11]([CH2:15][CH3:16])[CH:10]=1)(C)(C)C.[C:43]([O-:46])([O-])=O.[Cs+].[Cs+].[CH3:49][N:50]([CH:52]=[O:53])C. No catalyst specified. The product is [CH2:15]([C:11]1[CH:10]=[C:9]([CH:14]=[CH:13][CH:12]=1)[CH2:8][NH:7][CH2:17][CH:18]([CH:19]1[CH2:20][C:21]2=[CH:26][C:25](=[CH:24][C:23]([F:28])=[CH:22]2)[O:27][CH2:11][CH2:10][CH2:9][CH2:8][C:52](=[O:53])[NH:50][CH2:49][C:43](=[O:46])[NH:29]1)[OH:41])[CH3:16]. The yield is 0.250. (6) The catalyst is CCOC(C)=O.CCCCCCC. The reactants are [CH3:1][C:2]1[C:10]2[C:9]([C:11]([OH:13])=O)=[CH:8][C:7]([CH3:14])=[N:6][C:5]=2[N:4]([C:15]2[CH:16]=[N:17][C:18]([CH3:21])=[CH:19][CH:20]=2)[N:3]=1.[CH3:22][C:23]1[C:28]([NH2:29])=[C:27]([CH3:30])[CH:26]=[CH:25][N:24]=1.N1C=CC=CC=1.P(Cl)(Cl)(Cl)=O. The yield is 0.290. The product is [CH3:22][C:23]1[C:28]([NH:29][C:11]([C:9]2[C:10]3[C:2]([CH3:1])=[N:3][N:4]([C:15]4[CH:16]=[N:17][C:18]([CH3:21])=[CH:19][CH:20]=4)[C:5]=3[N:6]=[C:7]([CH3:14])[CH:8]=2)=[O:13])=[C:27]([CH3:30])[CH:26]=[CH:25][N:24]=1. (7) The reactants are [C:1]([C:8]1([C:15]([O:17]C(C)(C)C)=[O:16])[NH:12]C(=O)N[C:9]1=O)(OC(C)(C)C)=O.[OH-].[Na+].O1[CH2:29][CH2:28][O:27][CH2:26]C1.[C:30](Cl)([O:32][CH2:33][CH:34]1[C:46]2[C:41](=[CH:42][CH:43]=[CH:44][CH:45]=2)[C:40]2[C:35]1=[CH:36][CH:37]=[CH:38][CH:39]=2)=[O:31]. The catalyst is COCCOC. The product is [C:30]([CH:9]1[CH2:41][CH:46]([C:34]2[CH:35]=[CH:36][CH:29]=[C:28]([O:27][CH3:26])[CH:33]=2)[CH2:45][CH2:1][C:8]1([NH2:12])[C:15]([OH:17])=[O:16])([O:32][CH2:33][CH:34]1[C:46]2[C:41](=[CH:42][CH:43]=[CH:44][CH:45]=2)[C:40]2[C:35]1=[CH:36][CH:37]=[CH:38][CH:39]=2)=[O:31]. The yield is 0.870. (8) The reactants are [N+:1]([C:4]1[CH:9]=[CH:8][C:7]([O:10]N)=[CH:6][CH:5]=1)([O-:3])=[O:2].[OH:12][C:13]1[CH:18]=[CH:17][C:16]([C:19](=[O:27])[CH2:20][C:21](=O)[CH2:22][CH2:23][CH2:24][CH3:25])=[CH:15][CH:14]=1. The catalyst is C(O)(=O)C. The product is [CH2:22]([C:21]1[O:10][C:7]2[CH:8]=[CH:9][C:4]([N+:1]([O-:3])=[O:2])=[CH:5][C:6]=2[C:20]=1[C:19](=[O:27])[C:16]1[CH:17]=[CH:18][C:13]([OH:12])=[CH:14][CH:15]=1)[CH2:23][CH2:24][CH3:25]. The yield is 0.800.